This data is from Full USPTO retrosynthesis dataset with 1.9M reactions from patents (1976-2016). The task is: Predict the reactants needed to synthesize the given product. (1) Given the product [CH3:1][CH:2]1[CH2:7][CH2:6][N:5]([C:8]([C:10]2[CH:18]=[CH:17][C:16]3[N:15]([CH2:31][C:32]4[CH:37]=[CH:36][CH:35]=[CH:34][N:33]=4)[C:14]4[CH2:19][CH2:20][N:21]([C:23]([O:25][C:26]([CH3:28])([CH3:27])[CH3:29])=[O:24])[CH2:22][C:13]=4[C:12]=3[CH:11]=2)=[O:9])[CH2:4][CH2:3]1, predict the reactants needed to synthesize it. The reactants are: [CH3:1][CH:2]1[CH2:7][CH2:6][N:5]([C:8]([C:10]2[CH:18]=[CH:17][C:16]3[NH:15][C:14]4[CH2:19][CH2:20][N:21]([C:23]([O:25][C:26]([CH3:29])([CH3:28])[CH3:27])=[O:24])[CH2:22][C:13]=4[C:12]=3[CH:11]=2)=[O:9])[CH2:4][CH2:3]1.Cl[CH2:31][C:32]1[CH:37]=[CH:36][CH:35]=[CH:34][N:33]=1. (2) Given the product [CH:32]1([C:2]2[N:7]=[C:6]3[N:8]([CH2:11][C:12]4[CH:13]=[CH:14][C:15]([O:43][CH3:40])=[CH:18][CH:17]=4)[N:9]=[CH:10][C:5]3=[C:4]([N:25]3[CH2:29][CH2:28][C:27]([F:31])([F:30])[CH2:26]3)[CH:3]=2)[CH2:34][CH2:33]1, predict the reactants needed to synthesize it. The reactants are: Cl[C:2]1[N:7]=[C:6]2[N:8]([C:11]3C=[CH:15][CH:14]=[CH:13][C:12]=3[C:17]3C=CC(OC)=C[CH:18]=3)[N:9]=[CH:10][C:5]2=[C:4]([N:25]2[CH2:29][CH2:28][C:27]([F:31])([F:30])[CH2:26]2)[CH:3]=1.[CH:32]1([B-](F)(F)F)[CH2:34][CH2:33]1.[K+].[C:40](=[O:43])([O-])[O-].[Cs+].[Cs+].C(P(C12CC3CC(CC(C3)C1)C2)C12CC3CC(CC(C3)C1)C2)CCC. (3) The reactants are: [CH:1]1([CH2:4][O:5][C:6]2[N:11]=[C:10]([C:12](O)=[O:13])[CH:9]=[CH:8][C:7]=2[N:15]2[C:18]3([CH2:21][O:20][CH2:19]3)[CH2:17][CH2:16]2)[CH2:3][CH2:2]1.[NH2:22][C@@H:23]([CH2:28][C:29]([CH3:32])([CH3:31])[CH3:30])[C:24]([NH:26][CH3:27])=[O:25]. Given the product [CH3:30][C:29]([CH3:32])([CH3:31])[CH2:28][C@H:23]([NH:22][C:12]([C:10]1[CH:9]=[CH:8][C:7]([N:15]2[C:18]3([CH2:21][O:20][CH2:19]3)[CH2:17][CH2:16]2)=[C:6]([O:5][CH2:4][CH:1]2[CH2:2][CH2:3]2)[N:11]=1)=[O:13])[C:24](=[O:25])[NH:26][CH3:27], predict the reactants needed to synthesize it. (4) Given the product [Cl:7][C:8]1[CH:9]=[CH:10][C:11]2[O:16][C:15](=[O:17])[N:14]([CH2:30][CH2:29][CH2:28][CH2:27][CH2:26][CH2:25][CH2:24][C:23]([O:22][CH2:20][CH3:21])=[O:32])[C:13](=[O:18])[C:12]=2[CH:19]=1, predict the reactants needed to synthesize it. The reactants are: C(=O)([O-])[O-].[Na+].[Na+].[Cl:7][C:8]1[CH:9]=[CH:10][C:11]2[O:16][C:15](=[O:17])[NH:14][C:13](=[O:18])[C:12]=2[CH:19]=1.[CH2:20]([O:22][C:23](=[O:32])[CH2:24][CH2:25][CH2:26][CH2:27][CH2:28][CH2:29][CH2:30]Br)[CH3:21]. (5) Given the product [CH2:34]([NH:35][C:36]([NH:25][CH2:24][CH2:23][CH2:22][CH2:21][CH2:20][CH2:19][O:18][CH2:17][C:1]1[C:14]2[C:15]3=[C:16]4[C:11](=[CH:12][CH:13]=2)[CH:10]=[CH:9][CH:8]=[C:7]4[CH:6]=[CH:5][C:4]3=[CH:3][CH:2]=1)=[O:37])[CH2:33][CH2:32][CH2:31][CH2:30][CH2:29][NH:26][C:27]([NH:25][CH2:24][CH2:23][CH2:22][CH2:21][CH2:20][CH2:19][O:18][CH2:17][C:1]1[C:14]2[C:15]3=[C:16]4[C:11](=[CH:12][CH:13]=2)[CH:10]=[CH:9][CH:8]=[C:7]4[CH:6]=[CH:5][C:4]3=[CH:3][CH:2]=1)=[O:28], predict the reactants needed to synthesize it. The reactants are: [C:1]1([CH2:17][O:18][CH2:19][CH2:20][CH2:21][CH2:22][CH2:23][CH2:24][NH2:25])[C:14]2[C:15]3=[C:16]4[C:11](=[CH:12][CH:13]=2)[CH:10]=[CH:9][CH:8]=[C:7]4[CH:6]=[CH:5][C:4]3=[CH:3][CH:2]=1.[N:26]([CH2:29][CH2:30][CH2:31][CH2:32][CH2:33][CH2:34][N:35]=[C:36]=[O:37])=[C:27]=[O:28].